This data is from Full USPTO retrosynthesis dataset with 1.9M reactions from patents (1976-2016). The task is: Predict the reactants needed to synthesize the given product. (1) Given the product [OH:9][CH2:8][C:7]([NH:31][C:32](=[O:34])[CH3:33])([CH2:6][OH:5])[CH:13]1[CH2:22][CH2:21][C:20]2[C:15](=[CH:16][CH:17]=[C:18]([CH2:23][CH2:24][CH2:25][CH2:26][CH2:27][CH2:28][CH2:29][CH3:30])[CH:19]=2)[CH2:14]1, predict the reactants needed to synthesize it. The reactants are: [BH4-].[Li+].C([O:5][C:6](=O)[C:7]([NH:31][C:32](=[O:34])[CH3:33])([CH:13]1[CH2:22][CH2:21][C:20]2[C:15](=[CH:16][CH:17]=[C:18]([CH2:23][CH2:24][CH2:25][CH2:26][CH2:27][CH2:28][CH2:29][CH3:30])[CH:19]=2)[CH2:14]1)[C:8](OCC)=[O:9])C. (2) Given the product [Cl:1][C:2]1[N:10]=[C:9]2[C:5]([N:6]=[CH:7][NH:8]2)=[C:4]([NH:18][CH:12]2[CH2:17][CH2:16][CH2:15][CH2:14][CH2:13]2)[N:3]=1, predict the reactants needed to synthesize it. The reactants are: [Cl:1][C:2]1[N:10]=[C:9]2[C:5]([NH:6][CH:7]=[N:8]2)=[C:4](Cl)[N:3]=1.[CH:12]1([NH2:18])[CH2:17][CH2:16][CH2:15][CH2:14][CH2:13]1. (3) Given the product [CH3:30][CH:23]([CH2:22][C:19]1[CH:18]=[CH:17][C:16]([O:15][CH2:40][CH2:39][C:37]2[CH:36]=[CH:35][CH:34]=[C:33]([NH:32][CH3:31])[N:38]=2)=[CH:21][CH:20]=1)[CH2:24][C:25]([O:27][CH2:28][CH3:29])=[O:26], predict the reactants needed to synthesize it. The reactants are: N(C(OC(C)C)=O)=NC(OC(C)C)=O.[OH:15][C:16]1[CH:21]=[CH:20][C:19]([CH2:22][CH:23]([CH3:30])[CH2:24][C:25]([O:27][CH2:28][CH3:29])=[O:26])=[CH:18][CH:17]=1.[CH3:31][NH:32][C:33]1[N:38]=[C:37]([CH:39](O)[CH3:40])[CH:36]=[CH:35][CH:34]=1.C1(P(C2C=CC=CC=2)C2C=CC=CC=2)C=CC=CC=1. (4) Given the product [C:1]([C:3]1[CH:4]=[C:5]([CH2:9][CH2:10][CH2:11][OH:12])[CH:6]=[CH:7][CH:8]=1)#[N:2], predict the reactants needed to synthesize it. The reactants are: [C:1]([C:3]1[CH:4]=[C:5]([C:9]#[C:10][CH2:11][OH:12])[CH:6]=[CH:7][CH:8]=1)#[N:2]. (5) Given the product [O:10]1[C:5]2[CH:6]=[CH:7][CH:8]=[N:9][C:4]=2[CH:3]=[CH:2]1, predict the reactants needed to synthesize it. The reactants are: Cl[C:2]1[O:10][C:5]2[CH:6]=[CH:7][CH:8]=[N:9][C:4]=2[CH:3]=1. (6) Given the product [CH:1]12[CH2:10][CH:5]3[CH2:6][CH:7]([CH2:9][CH:3]([CH2:4]3)[CH:2]1[NH:11][C:12]([C:14]1[CH:15]=[N:16][N:17]([C:20]3[CH:25]=[CH:24][CH:23]=[CH:22][CH:21]=3)[C:18]=1[N:30]1[CH2:31][CH2:32][CH:27]([OH:26])[CH2:28][CH2:29]1)=[O:13])[CH2:8]2, predict the reactants needed to synthesize it. The reactants are: [CH:1]12[CH2:10][CH:5]3[CH2:6][CH:7]([CH2:9][CH:3]([CH2:4]3)[CH:2]1[NH:11][C:12]([C:14]1[CH:15]=[N:16][N:17]([C:20]3[CH:25]=[CH:24][CH:23]=[CH:22][CH:21]=3)[C:18]=1Cl)=[O:13])[CH2:8]2.[OH:26][CH:27]1[CH2:32][CH2:31][NH:30][CH2:29][CH2:28]1. (7) Given the product [Br:7][C:8]1[CH:9]=[N:10][N:11]([CH:19]([CH3:21])[CH3:20])[CH:12]=1, predict the reactants needed to synthesize it. The reactants are: C(=O)([O-])[O-].[K+].[K+].[Br:7][C:8]1[CH:9]=[N:10][NH:11][CH:12]=1.CN(C=O)C.I[CH:19]([CH3:21])[CH3:20].